This data is from Catalyst prediction with 721,799 reactions and 888 catalyst types from USPTO. The task is: Predict which catalyst facilitates the given reaction. (1) Reactant: [OH:1][CH2:2][CH2:3][CH2:4][CH2:5][CH2:6][CH2:7][O:8][C:9]1[CH:19]=[CH:18][C:12]([CH:13]=[CH:14][C:15]([OH:17])=[O:16])=[CH:11][CH:10]=1.CN(C)C1C=CC=CC=1.[C:29](Cl)(=[O:32])[CH:30]=[CH2:31].C(C1C=C(C)C=C(C(C)(C)C)C=1O)(C)(C)C. Product: [C:29]([O:1][CH2:2][CH2:3][CH2:4][CH2:5][CH2:6][CH2:7][O:8][C:9]1[CH:10]=[CH:11][C:12]([CH:13]=[CH:14][C:15]([OH:17])=[O:16])=[CH:18][CH:19]=1)(=[O:32])[CH:30]=[CH2:31]. The catalyst class is: 12. (2) Reactant: C(OC([N:8]([O:27]C(OC(C)(C)C)=O)[C:9]1([CH3:26])[C:13](=[O:14])[N:12]([CH3:15])[N:11]=[C:10]1[C:16]1[CH:21]=[CH:20][C:19]([S:22]([CH3:24])=[O:23])=[C:18]([F:25])[CH:17]=1)=O)(C)(C)C. Product: [F:25][C:18]1[CH:17]=[C:16]([C:10]2[C:9]([NH:8][OH:27])([CH3:26])[C:13](=[O:14])[N:12]([CH3:15])[N:11]=2)[CH:21]=[CH:20][C:19]=1[S:22]([CH3:24])=[O:23]. The catalyst class is: 13. (3) Reactant: [O:1]=[C:2]1[CH2:7][CH2:6][CH2:5][N:4]([C:8]([O:10][C:11]([CH3:14])([CH3:13])[CH3:12])=[O:9])[CH2:3]1.C[Si](C)(C)[C:17]([F:20])([F:19])[F:18].[F-].C([N+](CCCC)(CCCC)CCCC)CCC. The catalyst class is: 7. Product: [OH:1][C:2]1([C:17]([F:20])([F:19])[F:18])[CH2:7][CH2:6][CH2:5][N:4]([C:8]([O:10][C:11]([CH3:14])([CH3:13])[CH3:12])=[O:9])[CH2:3]1. (4) The catalyst class is: 1. Reactant: [CH:1]#[C:2][CH2:3][CH2:4][CH2:5][CH2:6][CH2:7][CH3:8].[Li]CCCC.[Cl:14][C:15]1[CH:20]=[C:19]([F:21])[CH:18]=[CH:17][C:16]=1[C:22]([CH3:42])([CH3:41])[CH2:23][C:24](=[O:40])[C:25]([NH:27][C:28]1[CH:29]=[CH:30][C:31]2[C:36](=[O:37])[O:35][N:34]=[C:33]([CH3:38])[C:32]=2[CH:39]=1)=[O:26]. Product: [Cl:14][C:15]1[CH:20]=[C:19]([F:21])[CH:18]=[CH:17][C:16]=1[C:22]([CH3:42])([CH3:41])[CH2:23][C:24]([OH:40])([C:1]#[C:2][CH2:3][CH2:4][CH2:5][CH2:6][CH2:7][CH3:8])[C:25]([NH:27][C:28]1[CH:29]=[CH:30][C:31]2[C:36](=[O:37])[O:35][N:34]=[C:33]([CH3:38])[C:32]=2[CH:39]=1)=[O:26]. (5) Reactant: [C:12]([O:11][C:9](O[C:9]([O:11][C:12]([CH3:15])([CH3:14])[CH3:13])=[O:10])=[O:10])([CH3:15])([CH3:14])[CH3:13].[OH:16][CH2:17][CH2:18][CH2:19][N:20]1[CH2:25][CH2:24][NH:23][C@@H:22]([CH3:26])[C:21]1=[O:27]. Product: [C:12]([O:11][C:9]([N:23]1[CH2:24][CH2:25][N:20]([CH2:19][CH2:18][CH2:17][OH:16])[C:21](=[O:27])[C@@H:22]1[CH3:26])=[O:10])([CH3:13])([CH3:14])[CH3:15]. The catalyst class is: 4. (6) Reactant: [H-].[Na+].Cl.[CH3:4][C:5]1([CH3:11])[CH2:10][CH2:9][CH2:8][NH:7][CH2:6]1.[CH2:12]([O:16][C:17]1[C:22]([F:23])=[C:21](Cl)[N:20]=[CH:19][N:18]=1)[C:13]#[C:14][CH3:15].[Cl-].[NH4+]. Product: [CH2:12]([O:16][C:17]1[C:22]([F:23])=[C:21]([N:7]2[CH2:8][CH2:9][CH2:10][C:5]([CH3:11])([CH3:4])[CH2:6]2)[N:20]=[CH:19][N:18]=1)[C:13]#[C:14][CH3:15]. The catalyst class is: 7. (7) Reactant: C[N:2]([CH3:20])/[CH:3]=[C:4](/[C:10](=[O:19])[C:11]1[CH:16]=[C:15]([I:17])[CH:14]=[CH:13][C:12]=1[F:18])\[C:5]([O:7][CH2:8][CH3:9])=[O:6].NC[CH2:23][N:24]1[CH2:29][CH2:28][O:27][CH2:26][CH2:25]1. Product: [F:18][C:12]1[CH:13]=[CH:14][C:15]([I:17])=[CH:16][C:11]=1[C:10]([C:4](=[CH:3][NH:2][CH2:20][CH2:23][N:24]1[CH2:29][CH2:28][O:27][CH2:26][CH2:25]1)[C:5]([O:7][CH2:8][CH3:9])=[O:6])=[O:19]. The catalyst class is: 621. (8) Reactant: [CH3:1][C:2]1[C:7]2[O:8][C@:9]3([CH3:58])[O:12][CH:13]=[CH:14][C@H:15]([O:56][CH3:57])[C@@H:16]([CH3:55])[C@@H:17]([O:51][C:52]([CH3:54])=[O:53])[C@H:18]([CH3:50])[C@H:19]([OH:49])[C@H:20]([CH3:48])[C@@H:21]([OH:47])[C@@H:22]([CH3:46])[CH:23]=[CH:24][CH:25]=[C:26]([CH3:45])[C:27]([NH:29][C:30]4[C:33](/[CH:36]=[N:37]/[N:38]5[CH2:43][CH2:42][N:41]([CH3:44])[CH2:40][CH2:39]5)=[C:34]([OH:35])[C:5]([C:6]=2[C:10]3=[O:11])=[C:4]([C:31]=4[OH:32])[C:3]=1[OH:59])=[O:28].[CH3:60][N:61]([C:63]1[C:68]2[CH2:69][C@@H:70]3[C:80]([C:81](=[O:82])[C:67]=2[C:66]([OH:92])=[CH:65][CH:64]=1)=[C:79]([OH:83])[C@@:78]1([OH:84])[C@H:72]([C@H:73]([N:89]([CH3:91])[CH3:90])[C:74]([OH:88])=[C:75]([C:85]([NH2:87])=[O:86])[C:76]1=[O:77])[CH2:71]3)[CH3:62]. Product: [CH3:62][N:61]([C:63]1[C:68]2[CH2:69][C@@H:70]3[C:80]([C:81](=[O:82])[C:67]=2[C:66]([OH:92])=[CH:65][CH:64]=1)=[C:79]([OH:83])[C@@:78]1([OH:84])[C@H:72]([C@H:73]([N:89]([CH3:91])[CH3:90])[C:74]([OH:88])=[C:75]([C:85]([NH2:87])=[O:86])[C:76]1=[O:77])[CH2:71]3)[CH3:60].[CH3:1][C:2]1[C:7]2[O:8][C@:9]3([CH3:58])[O:12][CH:13]=[CH:14][C@H:15]([O:56][CH3:57])[C@@H:16]([CH3:55])[C@@H:17]([O:51][C:52]([CH3:54])=[O:53])[C@H:18]([CH3:50])[C@H:19]([OH:49])[C@H:20]([CH3:48])[C@@H:21]([OH:47])[C@@H:22]([CH3:46])[CH:23]=[CH:24][CH:25]=[C:26]([CH3:45])[C:27]([NH:29][C:30]4[C:33](/[CH:36]=[N:37]/[N:38]5[CH2:43][CH2:42][N:41]([CH3:44])[CH2:40][CH2:39]5)=[C:34]([OH:35])[C:5]([C:6]=2[C:10]3=[O:11])=[C:4]([C:31]=4[OH:32])[C:3]=1[OH:59])=[O:28]. The catalyst class is: 8.